Predict the reaction yield, written as a fraction of the theoretical maximum amount of product (1.0 means a 100% yield; for example, 0.34 means a 34% yield). From a dataset of Reaction yield outcomes from USPTO patents with 853,638 reactions. (1) The yield is 0.980. The product is [OH:8][C@H:9]1[C@H:13]2[O:14][CH2:15][C@:10]1([CH2:32][OH:33])[O:11][C@H:12]2[N:16]1[CH:24]=[N:23][C:22]2[C:21](=[O:25])[NH:20][C:19]([NH:26][C:27](=[O:31])[CH:28]([CH3:29])[CH3:30])=[N:18][C:17]1=2. The catalyst is CO.[Pd]. The reactants are C([O:8][C@H:9]1[C@H:13]2[O:14][CH2:15][C@:10]1([CH2:32][OH:33])[O:11][C@H:12]2[N:16]1[CH:24]=[N:23][C:22]2[C:21](=[O:25])[NH:20][C:19]([NH:26][C:27](=[O:31])[CH:28]([CH3:30])[CH3:29])=[N:18][C:17]1=2)C1C=CC=CC=1.C(O)=O. (2) The reactants are [CH3:1][C@@H:2]1[CH2:4][C@H:3]1[C:5]([OH:7])=O.C(N(CC)CC)C.ClC(OCC)=O.[N-:21]=[N+:22]=[N-:23].[Na+]. The catalyst is CC(C)=O.O.C(Cl)Cl. The product is [CH3:1][C@@H:2]1[CH2:4][C@H:3]1[C:5]([N:21]=[N+:22]=[N-:23])=[O:7]. The yield is 0.720. (3) The reactants are Br[C:2](Br)=[CH:3][C:4]1[CH:9]=[CH:8][CH:7]=[CH:6][C:5]=1[NH2:10].[CH:12](/B(O)O)=[CH:13]\[CH2:14][CH2:15][CH2:16][CH3:17].[O-]P([O-])([O-])=O.[K+].[K+].[K+].O. The catalyst is C1(C)C=CC=CC=1.CC([O-])=O.CC([O-])=O.[Pd+2].COC1C=CC=C(OC)C=1C1C=CC=CC=1P(C1CCCCC1)C1CCCCC1. The product is [CH:12]([C:2]1[NH:10][C:5]2[C:4]([CH:3]=1)=[CH:9][CH:8]=[CH:7][CH:6]=2)=[CH:13][CH2:14][CH2:15][CH2:16][CH3:17]. The yield is 0.800. (4) The reactants are [CH2:1]([C@@:5]1([CH2:38][CH3:39])[NH:11][C@H:10]([C:12]2[CH:17]=[CH:16][CH:15]=[CH:14][CH:13]=2)[C:9]2[CH:18]=[C:19]([O:34][CH3:35])[C:20]([CH2:22][CH2:23][C:24]([NH:26][C:27]([CH3:33])([C:29]([O:31]C)=[O:30])[CH3:28])=[O:25])=[CH:21][C:8]=2[S:7](=[O:37])(=[O:36])[CH2:6]1)[CH2:2][CH2:3][CH3:4].[OH-].[Li+]. The catalyst is C1COCC1.CO.O. The product is [CH2:1]([C@@:5]1([CH2:38][CH3:39])[NH:11][C@H:10]([C:12]2[CH:17]=[CH:16][CH:15]=[CH:14][CH:13]=2)[C:9]2[CH:18]=[C:19]([O:34][CH3:35])[C:20]([CH2:22][CH2:23][C:24]([NH:26][C:27]([CH3:33])([C:29]([OH:31])=[O:30])[CH3:28])=[O:25])=[CH:21][C:8]=2[S:7](=[O:36])(=[O:37])[CH2:6]1)[CH2:2][CH2:3][CH3:4]. The yield is 0.720. (5) The reactants are [CH2:1]([O:3][C:4]1[C:9]([O:10][CH3:11])=[CH:8][C:7]([C:12]2[O:13][CH:14]=[CH:15][CH:16]=2)=[CH:6][C:5]=1[O:17][CH3:18])[CH3:2].CON(C)[C:22](=[O:38])[CH:23]([O:36][CH3:37])[C:24]1[CH:29]=[CH:28][C:27]([N:30]2[CH2:35][CH2:34][O:33][CH2:32][CH2:31]2)=[CH:26][CH:25]=1. No catalyst specified. The product is [CH2:1]([O:3][C:4]1[C:9]([O:10][CH3:11])=[CH:8][C:7]([C:12]2[O:13][C:14]([C:22](=[O:38])[CH:23]([O:36][CH3:37])[C:24]3[CH:25]=[CH:26][C:27]([N:30]4[CH2:31][CH2:32][O:33][CH2:34][CH2:35]4)=[CH:28][CH:29]=3)=[CH:15][CH:16]=2)=[CH:6][C:5]=1[O:17][CH3:18])[CH3:2]. The yield is 0.580.